Dataset: Reaction yield outcomes from USPTO patents with 853,638 reactions. Task: Predict the reaction yield, written as a fraction of the theoretical maximum amount of product (1.0 means a 100% yield; for example, 0.34 means a 34% yield). (1) The reactants are [NH2:1][C:2]([C:4]1[CH:5]=[C:6]([CH:30]=[O:31])[CH:7]=[C:8]2[C:13]=1[N:12]=[CH:11][N:10]=[C:9]2[NH:14][CH2:15][C:16]1[CH:17]=[C:18]([NH:22][C:23](=[O:29])[O:24][C:25]([CH3:28])([CH3:27])[CH3:26])[CH:19]=[CH:20][CH:21]=1)=[O:3].[Na].[BH4-].[Na+]. The catalyst is O1CCCC1. The product is [NH2:1][C:2]([C:4]1[CH:5]=[C:6]([CH2:30][OH:31])[CH:7]=[C:8]2[C:13]=1[N:12]=[CH:11][N:10]=[C:9]2[NH:14][CH2:15][C:16]1[CH:17]=[C:18]([NH:22][C:23](=[O:29])[O:24][C:25]([CH3:28])([CH3:26])[CH3:27])[CH:19]=[CH:20][CH:21]=1)=[O:3]. The yield is 0.660. (2) The reactants are Br[C:2]1[CH:7]=[CH:6][C:5]([S:8]([NH2:11])(=[O:10])=[O:9])=[CH:4][CH:3]=1.[C:12]1(B(O)O)[CH:17]=[CH:16][CH:15]=[CH:14][CH:13]=1. No catalyst specified. The product is [C:12]1([C:2]2[CH:7]=[CH:6][C:5]([S:8]([NH2:11])(=[O:10])=[O:9])=[CH:4][CH:3]=2)[CH:17]=[CH:16][CH:15]=[CH:14][CH:13]=1. The yield is 0.550. (3) The reactants are C([O:3][C:4](=[O:20])[C:5]([N:7]1[CH2:12][CH2:11][CH:10]([CH2:13][C:14]2[CH:19]=[CH:18][CH:17]=[CH:16][CH:15]=2)[CH2:9][CH2:8]1)=[O:6])C.[OH-].[K+]. The catalyst is CO. The product is [CH2:13]([CH:10]1[CH2:9][CH2:8][N:7]([C:5](=[O:6])[C:4]([OH:20])=[O:3])[CH2:12][CH2:11]1)[C:14]1[CH:15]=[CH:16][CH:17]=[CH:18][CH:19]=1. The yield is 0.850. (4) The reactants are Cl.C(N=C=NCCCN(C)C)C.Cl.[CH3:14][O:15][C:16]1[CH:17]=[C:18]2[C:23](=[C:24]3[CH2:28][C:27]([CH3:30])([CH3:29])[O:26][C:25]=13)[C:22]([C:31]1[CH:39]=[CH:38][C:34]([C:35](O)=[O:36])=[CH:33][CH:32]=1)=[N:21][C:20]([CH3:41])([CH3:40])[CH2:19]2.O.ON1C2C=CC=CC=2N=N1.[CH3:53][O:54][C:55]1[CH:61]=[CH:60][C:58]([NH2:59])=[CH:57][CH:56]=1. The catalyst is CN(C)C=O.O. The product is [CH3:53][O:54][C:55]1[CH:61]=[CH:60][C:58]([NH:59][C:35](=[O:36])[C:34]2[CH:38]=[CH:39][C:31]([C:22]3[C:23]4[C:18](=[CH:17][C:16]([O:15][CH3:14])=[C:25]5[O:26][C:27]([CH3:30])([CH3:29])[CH2:28][C:24]5=4)[CH2:19][C:20]([CH3:41])([CH3:40])[N:21]=3)=[CH:32][CH:33]=2)=[CH:57][CH:56]=1. The yield is 0.760. (5) The reactants are [Cl:1][C:2]1[C:3]([NH:35]S(C)(=O)=O)=[CH:4][C:5]2[N:9]=[C:8]([CH2:10][CH3:11])[N:7]([C:12]3[CH:17]=[CH:16][C:15]([CH2:18][CH2:19][NH:20][C:21]([NH:23][S:24]([C:27]4[CH:32]=[CH:31][C:30]([CH3:33])=[CH:29][CH:28]=4)(=[O:26])=[O:25])=[O:22])=[CH:14][CH:13]=3)[C:6]=2[CH:34]=1.[C:40](Cl)(=[O:42])[CH3:41].O. The catalyst is N1C=CC=CC=1. The product is [Cl:1][C:2]1[C:3]([NH:35][C:40](=[O:42])[CH3:41])=[CH:4][C:5]2[N:9]=[C:8]([CH2:10][CH3:11])[N:7]([C:12]3[CH:17]=[CH:16][C:15]([CH2:18][CH2:19][NH:20][C:21]([NH:23][S:24]([C:27]4[CH:32]=[CH:31][C:30]([CH3:33])=[CH:29][CH:28]=4)(=[O:25])=[O:26])=[O:22])=[CH:14][CH:13]=3)[C:6]=2[CH:34]=1. The yield is 0.980. (6) The reactants are [OH:1][C@H:2]([CH2:6][C:7]1[CH:12]=[CH:11][CH:10]=[CH:9][CH:8]=1)[C:3](O)=[O:4].B.C1COCC1. The catalyst is C1COCC1. The product is [C:7]1([CH2:6][C@@H:2]([OH:1])[CH2:3][OH:4])[CH:12]=[CH:11][CH:10]=[CH:9][CH:8]=1. The yield is 0.940. (7) The reactants are [Cl:1][CH2:2][CH2:3][CH2:4][C@@H:5]1[CH2:9][C@@H:8]([CH2:10][OH:11])[NH:7][C:6]1=[O:12].[N+:13]([C:16]1[CH:21]=[CH:20][C:19]([S:22](Cl)(=[O:24])=[O:23])=[CH:18][CH:17]=1)([O-:15])=[O:14].C(N(CC)CC)C.S(C1C=CC([N+]([O-])=O)=CC=1)([O-])(=O)=O. The catalyst is CN(C1C=CN=CC=1)C.C1COCC1.CCOC(C)=O. The product is [N+:13]([C:16]1[CH:17]=[CH:18][C:19]([S:22]([O:11][CH2:10][C@@H:8]2[CH2:9][C@@H:5]([CH2:4][CH2:3][CH2:2][Cl:1])[C:6](=[O:12])[NH:7]2)(=[O:24])=[O:23])=[CH:20][CH:21]=1)([O-:15])=[O:14]. The yield is 0.860. (8) The reactants are CO[C:3]([CH2:9][C:10]1[CH:15]=[CH:14][CH:13]=[C:12]([Br:16])[CH:11]=1)=[C:4]([C:7]#[N:8])[C:5]#[N:6].Cl.[CH:18]([NH:21][NH2:22])([CH3:20])[CH3:19].C(N(CC)CC)C. The catalyst is C(O)C. The product is [NH2:6][C:5]1[N:21]([CH:18]([CH3:20])[CH3:19])[N:22]=[C:3]([CH2:9][C:10]2[CH:15]=[CH:14][CH:13]=[C:12]([Br:16])[CH:11]=2)[C:4]=1[C:7]#[N:8]. The yield is 0.870.